This data is from Full USPTO retrosynthesis dataset with 1.9M reactions from patents (1976-2016). The task is: Predict the reactants needed to synthesize the given product. (1) Given the product [Cl:1][C:2]1[CH:3]=[C:4]2[C:9](=[CH:10][C:11]=1[O:12][CH3:13])[N+:8]([O-:14])=[CH:7][CH:6]=[CH:5]2, predict the reactants needed to synthesize it. The reactants are: [Cl:1][C:2]1[CH:3]=[C:4]2[C:9](=[CH:10][C:11]=1[O:12][CH3:13])[N:8]=[CH:7][CH:6]=[CH:5]2.[OH:14]O. (2) Given the product [NH2:1][C:4]1[C:5]([CH3:11])=[N:6][CH:7]=[C:8]([CH3:10])[N:9]=1, predict the reactants needed to synthesize it. The reactants are: [N:1]([C:4]1[C:5]([CH3:11])=[N:6][CH:7]=[C:8]([CH3:10])[N:9]=1)=[N+]=[N-].Cl.O.O.[Sn](Cl)(Cl)(Cl)Cl.